From a dataset of Forward reaction prediction with 1.9M reactions from USPTO patents (1976-2016). Predict the product of the given reaction. (1) The product is: [NH2:16][C:8]1[C:9]2[O:15][CH2:14][O:13][C:10]=2[CH:11]=[C:12]2[C:7]=1[C:6](=[O:19])[C:5]([C:20]([OH:22])=[O:21])=[N:4][N:3]2[CH2:1][CH3:2]. Given the reactants [CH2:1]([N:3]1[C:12]2[C:7](=[C:8]([N+:16]([O-])=O)[C:9]3[O:15][CH2:14][O:13][C:10]=3[CH:11]=2)[C:6](=[O:19])[C:5]([C:20]([OH:22])=[O:21])=[N:4]1)[CH3:2], predict the reaction product. (2) Given the reactants [Cl-].[Al+3].[Cl-].[Cl-].[Br:5][C:6]1[CH:11]=[CH:10][C:9]([NH:12][C:13](=[O:18])[CH:14]=[C:15]([CH3:17])[CH3:16])=[CH:8][CH:7]=1, predict the reaction product. The product is: [Br:5][C:6]1[CH:7]=[C:8]2[C:9](=[CH:10][CH:11]=1)[NH:12][C:13](=[O:18])[CH2:14][C:15]2([CH3:16])[CH3:17]. (3) Given the reactants [CH3:1][C:2]1[CH:7]=[C:6]([CH3:8])[NH:5][C:4](=[O:9])[C:3]=1[CH2:10][NH:11][C:12]([C:14]1[C:15]2[CH:29]=[N:28][N:27]([CH:30]([CH3:32])[CH3:31])[C:16]=2[N:17]=[C:18]([N:20]2[CH2:25][CH2:24][C:23](=[O:26])[CH2:22][CH2:21]2)[CH:19]=1)=[O:13].[BH4-].[Na+], predict the reaction product. The product is: [CH3:1][C:2]1[CH:7]=[C:6]([CH3:8])[NH:5][C:4](=[O:9])[C:3]=1[CH2:10][NH:11][C:12]([C:14]1[C:15]2[CH:29]=[N:28][N:27]([CH:30]([CH3:32])[CH3:31])[C:16]=2[N:17]=[C:18]([N:20]2[CH2:25][CH2:24][CH:23]([OH:26])[CH2:22][CH2:21]2)[CH:19]=1)=[O:13]. (4) Given the reactants [Cl:1][C:2]1[CH:7]=[CH:6][C:5]([S:8]([CH:11]([C:24]2[CH:29]=[C:28]([F:30])[CH:27]=[CH:26][C:25]=2[F:31])[C:12]2[N:17]=[CH:16][C:15]([CH2:18][CH2:19][C:20]([O:22]C)=[O:21])=[CH:14][CH:13]=2)(=[O:10])=[O:9])=[CH:4][CH:3]=1.[OH-].[Li+].S(=O)(=O)(O)[O-].[Na+], predict the reaction product. The product is: [Cl:1][C:2]1[CH:7]=[CH:6][C:5]([S:8]([CH:11]([C:24]2[CH:29]=[C:28]([F:30])[CH:27]=[CH:26][C:25]=2[F:31])[C:12]2[N:17]=[CH:16][C:15]([CH2:18][CH2:19][C:20]([OH:22])=[O:21])=[CH:14][CH:13]=2)(=[O:10])=[O:9])=[CH:4][CH:3]=1. (5) The product is: [CH:47]([N:42]1[C:41]([C:35]2[N:34]=[C:33]3[N:37]([CH2:38][CH2:39][O:40][C:31]4[CH:30]=[C:29]([CH:12]5[CH2:11][CH2:10][CH2:9][NH:8]5)[CH:51]=[CH:50][C:32]=43)[CH:36]=2)=[N:45][C:44]([CH3:46])=[N:43]1)([CH3:49])[CH3:48]. Given the reactants C(OC([N:8]1[CH2:12][CH2:11][CH2:10][CH2:9]1)=O)(C)(C)C.CN(C)CCN(C)C.C([Li])(CC)C.N#N.Br[C:29]1[CH:51]=[CH:50][C:32]2[C:33]3[N:37]([CH2:38][CH2:39][O:40][C:31]=2[CH:30]=1)[CH:36]=[C:35]([C:41]1[N:42]([CH:47]([CH3:49])[CH3:48])[N:43]=[C:44]([CH3:46])[N:45]=1)[N:34]=3.F[B-](F)(F)F.C([PH+](C(C)(C)C)C(C)(C)C)(C)(C)C, predict the reaction product. (6) Given the reactants C([O:3][C:4](=[O:41])[CH2:5][C:6]1([C:9]2[CH:14]=[CH:13][C:12]([C:15]3[CH:20]=[CH:19][C:18]([C:21]4[O:25][N:24]=[C:23]([CH3:26])[C:22]=4[NH:27][CH:28]([C:30]4[O:34][N:33]=[C:32]([C:35]5[CH:40]=[CH:39][CH:38]=[CH:37][CH:36]=5)[CH:31]=4)[CH3:29])=[CH:17][CH:16]=3)=[CH:11][CH:10]=2)[CH2:8][CH2:7]1)C.CCO.[OH-].[Na+], predict the reaction product. The product is: [CH3:26][C:23]1[C:22]([NH:27][CH:28]([C:30]2[O:34][N:33]=[C:32]([C:35]3[CH:36]=[CH:37][CH:38]=[CH:39][CH:40]=3)[CH:31]=2)[CH3:29])=[C:21]([C:18]2[CH:19]=[CH:20][C:15]([C:12]3[CH:11]=[CH:10][C:9]([C:6]4([CH2:5][C:4]([OH:41])=[O:3])[CH2:7][CH2:8]4)=[CH:14][CH:13]=3)=[CH:16][CH:17]=2)[O:25][N:24]=1.